Dataset: Merck oncology drug combination screen with 23,052 pairs across 39 cell lines. Task: Regression. Given two drug SMILES strings and cell line genomic features, predict the synergy score measuring deviation from expected non-interaction effect. (1) Drug 1: CN1C(=O)C=CC2(C)C3CCC4(C)C(NC(=O)OCC(F)(F)F)CCC4C3CCC12. Drug 2: CCC1(O)C(=O)OCc2c1cc1n(c2=O)Cc2cc3c(CN(C)C)c(O)ccc3nc2-1. Cell line: RKO. Synergy scores: synergy=9.00. (2) Drug 1: O=S1(=O)NC2(CN1CC(F)(F)F)C1CCC2Cc2cc(C=CCN3CCC(C(F)(F)F)CC3)ccc2C1. Drug 2: NC(=O)c1cccc2cn(-c3ccc(C4CCCNC4)cc3)nc12. Cell line: HT144. Synergy scores: synergy=3.03. (3) Drug 1: CCC1=CC2CN(C1)Cc1c([nH]c3ccccc13)C(C(=O)OC)(c1cc3c(cc1OC)N(C)C1C(O)(C(=O)OC)C(OC(C)=O)C4(CC)C=CCN5CCC31C54)C2. Drug 2: C#Cc1cccc(Nc2ncnc3cc(OCCOC)c(OCCOC)cc23)c1. Cell line: OV90. Synergy scores: synergy=52.5. (4) Drug 1: CN1C(=O)C=CC2(C)C3CCC4(C)C(NC(=O)OCC(F)(F)F)CCC4C3CCC12. Drug 2: COC1CC2CCC(C)C(O)(O2)C(=O)C(=O)N2CCCCC2C(=O)OC(C(C)CC2CCC(OP(C)(C)=O)C(OC)C2)CC(=O)C(C)C=C(C)C(O)C(OC)C(=O)C(C)CC(C)C=CC=CC=C1C. Cell line: MDAMB436. Synergy scores: synergy=-6.73. (5) Cell line: VCAP. Drug 1: CC(C)CC(NC(=O)C(Cc1ccccc1)NC(=O)c1cnccn1)B(O)O. Drug 2: CC1(c2nc3c(C(N)=O)cccc3[nH]2)CCCN1. Synergy scores: synergy=3.07. (6) Drug 1: COc1cccc2c1C(=O)c1c(O)c3c(c(O)c1C2=O)CC(O)(C(=O)CO)CC3OC1CC(N)C(O)C(C)O1. Cell line: NCIH460. Synergy scores: synergy=9.76. Drug 2: C#Cc1cccc(Nc2ncnc3cc(OCCOC)c(OCCOC)cc23)c1.